Dataset: Full USPTO retrosynthesis dataset with 1.9M reactions from patents (1976-2016). Task: Predict the reactants needed to synthesize the given product. (1) The reactants are: S(Cl)(Cl)=O.[CH3:5][O:6][C:7]1[CH:8]=[C:9]2[C:13](=[CH:14][CH:15]=1)[NH:12][C:11]([C:16]([OH:18])=[O:17])=[CH:10]2.[CH2:19](O)[CH3:20]. Given the product [CH3:5][O:6][C:7]1[CH:8]=[C:9]2[C:13](=[CH:14][CH:15]=1)[NH:12][C:11]([C:16]([O:18][CH2:19][CH3:20])=[O:17])=[CH:10]2, predict the reactants needed to synthesize it. (2) Given the product [C:1]([O:5][C:6]([NH:8][CH2:9][C:10]([NH:12][C@H:13]([C:18]([O:20][CH3:21])=[O:19])[CH2:14][CH:16]1[CH2:17][CH2:25][CH2:24][CH2:23][CH2:28]1)=[O:11])=[O:7])([CH3:2])([CH3:3])[CH3:4], predict the reactants needed to synthesize it. The reactants are: [C:1]([O:5][C:6]([NH:8][CH2:9][C:10]([NH:12][C@H:13]([C:18]([O:20][CH3:21])=[O:19])[C@H:14]([CH2:16][CH3:17])C)=[O:11])=[O:7])([CH3:4])([CH3:3])[CH3:2].Cl.[CH:23]1(C[C@@H](C(OC)=O)N)[CH2:28]CC[CH2:25][CH2:24]1.